This data is from Catalyst prediction with 721,799 reactions and 888 catalyst types from USPTO. The task is: Predict which catalyst facilitates the given reaction. (1) Reactant: [C:1]([C:3]1[CH:8]=[CH:7][C:6]([CH:9]2[C:18]3[C:17](=[O:19])[NH:16][CH:15]=[C:14]([CH3:20])[C:13]=3[NH:12][C:11]([CH3:21])=[C:10]2[C:22]#[N:23])=[C:5]([O:24][CH3:25])[CH:4]=1)#[N:2].C(OCC)(OCC)O[CH2:28][CH3:29]. Product: [C:1]([C:3]1[CH:8]=[CH:7][C:6]([CH:9]2[C:18]3[C:13](=[C:14]([CH3:20])[CH:15]=[N:16][C:17]=3[O:19][CH2:28][CH3:29])[NH:12][C:11]([CH3:21])=[C:10]2[C:22]#[N:23])=[C:5]([O:24][CH3:25])[CH:4]=1)#[N:2]. The catalyst class is: 65. (2) Reactant: [CH3:1][N:2]1[C:6]([C:7]2[CH:8]=[C:9]([NH2:21])[CH:10]=[CH:11][C:12]=2[O:13][CH2:14][CH2:15][N:16]2[CH2:20][CH2:19][CH2:18][CH2:17]2)=[CH:5][CH:4]=[N:3]1.[F:22][C:23]1[CH:24]=[C:25]([CH:29]=[CH:30][C:31]=1[C:32]([F:35])([F:34])[F:33])[C:26](Cl)=[O:27].C(N(CC)CC)C. Product: [F:22][C:23]1[CH:24]=[C:25]([CH:29]=[CH:30][C:31]=1[C:32]([F:33])([F:34])[F:35])[C:26]([NH:21][C:9]1[CH:10]=[CH:11][C:12]([O:13][CH2:14][CH2:15][N:16]2[CH2:20][CH2:19][CH2:18][CH2:17]2)=[C:7]([C:6]2[N:2]([CH3:1])[N:3]=[CH:4][CH:5]=2)[CH:8]=1)=[O:27]. The catalyst class is: 2. (3) Reactant: [CH3:1][O:2][C:3]1[CH:8]=[CH:7][CH:6]=[CH:5][C:4]=1[C:9]1[N:14]=[CH:13][N:12]=[C:11]([NH:15][C:16]([CH:18]2[CH2:23][CH2:22][NH:21][CH2:20][CH2:19]2)=[O:17])[CH:10]=1.[CH3:24][S:25]([OH:28])(=[O:27])=[O:26]. Product: [CH3:24][S:25]([OH:28])(=[O:27])=[O:26].[CH3:1][O:2][C:3]1[CH:8]=[CH:7][CH:6]=[CH:5][C:4]=1[C:9]1[N:14]=[CH:13][N:12]=[C:11]([NH:15][C:16]([CH:18]2[CH2:23][CH2:22][NH:21][CH2:20][CH2:19]2)=[O:17])[CH:10]=1. The catalyst class is: 254. (4) Reactant: C1C=CC2N(O)N=NC=2C=1.CCN(C(C)C)C(C)C.Cl.[C:21]1([C:27]2[NH:31][N:30]=[C:29]([C:32]([OH:34])=O)[CH:28]=2)[CH:26]=[CH:25][CH:24]=[CH:23][CH:22]=1.CCN=C=NCCCN(C)C.Cl.Cl.[NH2:48][CH2:49][C:50]([N:52]1[CH2:57][CH2:56][N:55]([C:58](=[O:68])[C:59]2[CH:64]=[C:63]([O:65][CH3:66])[CH:62]=[CH:61][C:60]=2[Br:67])[CH2:54][CH2:53]1)=[O:51]. Product: [Br:67][C:60]1[CH:61]=[CH:62][C:63]([O:65][CH3:66])=[CH:64][C:59]=1[C:58]([N:55]1[CH2:54][CH2:53][N:52]([C:50](=[O:51])[CH2:49][NH:48][C:32]([C:29]2[CH:28]=[C:27]([C:21]3[CH:22]=[CH:23][CH:24]=[CH:25][CH:26]=3)[NH:31][N:30]=2)=[O:34])[CH2:57][CH2:56]1)=[O:68]. The catalyst class is: 18. (5) Reactant: [C:1](N1C=CC=CC1=O)(N1C=CC=CC1=O)=[S:2].[CH3:17][C:18]1[CH:19]=[C:20]2[C:25](=[CH:26][C:27]=1[CH3:28])[CH:24]=[N:23][C:22]([NH2:29])=[CH:21]2.[CH3:30][C:31]1[C:40]([CH3:41])=[CH:39][CH:38]=[C:37]2[C:32]=1[CH:33]=[C:34]([NH2:42])[N:35]=[CH:36]2. Product: [N:29]([C:22]1[N:23]=[CH:24][C:25]2[C:20]([CH:21]=1)=[CH:19][C:18]([CH3:17])=[C:27]([CH3:28])[CH:26]=2)=[C:1]=[S:2].[N:42]([C:34]1[N:35]=[CH:36][C:37]2[C:32]([CH:33]=1)=[C:31]([CH3:30])[C:40]([CH3:41])=[CH:39][CH:38]=2)=[C:1]=[S:2]. The catalyst class is: 4. (6) The catalyst class is: 11. Product: [CH2:17]([O:16][C:14]1[C:8]2[O:9][C:10]([CH3:12])([CH3:13])[O:11][C:7]=2[CH:6]=[C:5]([CH2:3][OH:2])[CH:15]=1)[C:18]1[CH:23]=[CH:22][CH:21]=[CH:20][CH:19]=1. Reactant: C[O:2][C:3]([C:5]1[CH:15]=[C:14]([O:16][CH2:17][C:18]2[CH:23]=[CH:22][CH:21]=[CH:20][CH:19]=2)[C:8]2[O:9][C:10]([CH3:13])([CH3:12])[O:11][C:7]=2[CH:6]=1)=O.[H-].C([Al+]CC(C)C)C(C)C. (7) Reactant: [N:1]1[C:6]2[NH:7][CH:8]=[CH:9][C:5]=2[CH:4]=[C:3]([C:10]#[C:11][CH2:12][CH2:13][N:14]2[CH:18]=[C:17]([C:19]([O:21][CH3:22])=[O:20])[N:16]=[N:15]2)[N:2]=1. Product: [N:1]1[C:6]2[NH:7][CH:8]=[CH:9][C:5]=2[CH:4]=[C:3]([CH2:10][CH2:11][CH2:12][CH2:13][N:14]2[CH:18]=[C:17]([C:19]([O:21][CH3:22])=[O:20])[N:16]=[N:15]2)[N:2]=1. The catalyst class is: 256. (8) Reactant: C([O-])([O-])=O.[Cs+].[Cs+].[C:7]([OH:19])(=[O:18])[CH2:8][C:9]1[CH:17]=[CH:16][C:14]([OH:15])=[C:11]([O:12][CH3:13])[CH:10]=1.[CH:20]1[CH:25]=[CH:24][C:23]([CH2:26]Br)=[CH:22][CH:21]=1. Product: [CH2:26]([O:15][C:14]1[CH:16]=[CH:17][C:9]([CH2:8][C:7]([O:19][CH2:8][C:9]2[CH:17]=[CH:16][CH:14]=[CH:11][CH:10]=2)=[O:18])=[CH:10][C:11]=1[O:12][CH3:13])[C:23]1[CH:24]=[CH:25][CH:20]=[CH:21][CH:22]=1. The catalyst class is: 23. (9) Reactant: [CH3:1][O:2][C:3](=[O:15])[CH2:4][NH:5][C:6]([C:8]1[CH:13]=[C:12](I)[CH:11]=[CH:10][N:9]=1)=[O:7].CO.[O-]P([O-])([O-])=O.[K+].[K+].[K+].[CH3:26][C:27]1[CH:32]=[CH:31][C:30](B(O)O)=[CH:29][CH:28]=1. Product: [CH3:1][O:2][C:3](=[O:15])[CH2:4][NH:5][C:6]([C:8]1[CH:13]=[C:12]([C:30]2[CH:31]=[CH:32][C:27]([CH3:26])=[CH:28][CH:29]=2)[CH:11]=[CH:10][N:9]=1)=[O:7]. The catalyst class is: 75. (10) Reactant: [C:1]([C:3]1[CH:4]=[C:5]([CH:21]=[CH:22][CH:23]=1)[CH2:6][N:7]1[CH2:12][CH2:11][N:10]([C:13](OC(C)(C)C)=[O:14])[CH2:9][C:8]1=[O:20])#[N:2].[C:24](O)(C(F)(F)F)=O.C(OC(=O)C)(=O)C. Product: [C:1]([C:3]1[CH:4]=[C:5]([CH:21]=[CH:22][CH:23]=1)[CH2:6][N:7]1[CH2:12][CH2:11][N:10]([C:13](=[O:14])[CH3:24])[CH2:9][C:8]1=[O:20])#[N:2]. The catalyst class is: 2.